This data is from Forward reaction prediction with 1.9M reactions from USPTO patents (1976-2016). The task is: Predict the product of the given reaction. (1) Given the reactants [Br:1][CH:2]([CH3:16])[C:3]([C:5]1[C:14]2[C:9](=[CH:10][CH:11]=[C:12]([F:15])[CH:13]=2)[CH:8]=[CH:7][CH:6]=1)=O.[NH:17]1[CH2:21][CH2:20][NH:19][C:18]1=[S:22], predict the reaction product. The product is: [BrH:1].[F:15][C:12]1[CH:13]=[C:14]2[C:9]([CH:8]=[CH:7][CH:6]=[C:5]2[C:3]2[N:19]3[CH2:20][CH2:21][N:17]=[C:18]3[S:22][C:2]=2[CH3:16])=[CH:10][CH:11]=1. (2) Given the reactants [C:1]([O:5][C:6]([N:8]1[CH2:12][CH2:11][C@@H:10]2[CH2:13][NH:14][CH2:15][C@H:9]12)=[O:7])([CH3:4])([CH3:3])[CH3:2].C=O.[C:18]([BH3-])#N.[Na+], predict the reaction product. The product is: [C:1]([O:5][C:6]([N:8]1[CH2:12][CH2:11][C@@H:10]2[CH2:13][N:14]([CH3:18])[CH2:15][C@H:9]12)=[O:7])([CH3:4])([CH3:2])[CH3:3]. (3) Given the reactants [C:1]([O:5][C:6]([NH:8][C@@H:9]([CH2:13][C:14]([F:17])([F:16])[F:15])[C:10](O)=[O:11])=[O:7])([CH3:4])([CH3:3])[CH3:2].C(N(C(C)C)C(C)C)C.ClC(OCC)=O.[BH4-].[Li+], predict the reaction product. The product is: [F:15][C:14]([F:16])([F:17])[CH2:13][C@H:9]([NH:8][C:6](=[O:7])[O:5][C:1]([CH3:3])([CH3:4])[CH3:2])[CH2:10][OH:11]. (4) The product is: [CH2:27]([O:26][C:24](=[O:25])[NH:10][O:9][CH2:2][C:3]1[CH:8]=[CH:7][CH:6]=[CH:5][CH:4]=1)[C:28]1[CH:33]=[CH:32][CH:31]=[CH:30][CH:29]=1. Given the reactants Cl.[CH2:2]([O:9][NH2:10])[C:3]1[CH:8]=[CH:7][CH:6]=[CH:5][CH:4]=1.CCN(C(C)C)C(C)C.C(Cl)Cl.Cl[C:24]([O:26][CH2:27][C:28]1[CH:33]=[CH:32][CH:31]=[CH:30][CH:29]=1)=[O:25], predict the reaction product. (5) The product is: [F:26][C:20]1[CH:21]=[C:22]([F:25])[CH:23]=[CH:24][C:19]=1[N:17]([CH3:18])[C:15]([C:13]1[S:14][C:5]2[C:4]3[CH:3]=[C:2]([CH:34]=[O:35])[CH:11]=[CH:10][C:9]=3[O:8][CH2:7][C:6]=2[CH:12]=1)=[O:16]. Given the reactants Br[C:2]1[CH:11]=[CH:10][C:9]2[O:8][CH2:7][C:6]3[CH:12]=[C:13]([C:15]([N:17]([C:19]4[CH:24]=[CH:23][C:22]([F:25])=[CH:21][C:20]=4[F:26])[CH3:18])=[O:16])[S:14][C:5]=3[C:4]=2[CH:3]=1.[Li]CCCC.CN(C)[CH:34]=[O:35].[Cl-].[NH4+], predict the reaction product. (6) Given the reactants [CH3:1][O:2][CH2:3][CH:4]([N:8]1[C:17]2[C:12](=[CH:13][C:14]([C:18]3[CH:19]=[N:20][C:21]([NH:33][C:34]([NH:36][CH2:37][CH3:38])=[O:35])=[CH:22][C:23]=3[C:24]3[S:25][CH:26]=[C:27]([C:29]([F:32])([F:31])[F:30])[N:28]=3)=[CH:15][CH:16]=2)[C:11](=[O:39])[C:10]([C:40]([OH:42])=[O:41])=[CH:9]1)[CH2:5][O:6][CH3:7].[P:43]([O:55][CH2:56][CH2:57]O)([O:50][C:51]([CH3:54])([CH3:53])[CH3:52])([O:45][C:46]([CH3:49])([CH3:48])[CH3:47])=[O:44].C(N(CC)CC)C.C(P(=O)(OCC)OCC)#N, predict the reaction product. The product is: [CH3:7][O:6][CH2:5][CH:4]([N:8]1[C:17]2[C:12](=[CH:13][C:14]([C:18]3[CH:19]=[N:20][C:21]([NH:33][C:34]([NH:36][CH2:37][CH3:38])=[O:35])=[CH:22][C:23]=3[C:24]3[S:25][CH:26]=[C:27]([C:29]([F:30])([F:31])[F:32])[N:28]=3)=[CH:15][CH:16]=2)[C:11](=[O:39])[C:10]([C:40]([O:42][CH2:57][CH2:56][O:55][P:43]([O:50][C:51]([CH3:52])([CH3:54])[CH3:53])([O:45][C:46]([CH3:48])([CH3:47])[CH3:49])=[O:44])=[O:41])=[CH:9]1)[CH2:3][O:2][CH3:1].